From a dataset of Full USPTO retrosynthesis dataset with 1.9M reactions from patents (1976-2016). Predict the reactants needed to synthesize the given product. (1) Given the product [CH3:1][CH:2]1[CH2:7][CH2:6][CH2:5][CH:4]([CH3:8])[N:3]1[Si:10]([CH3:13])([CH3:12])[CH3:11], predict the reactants needed to synthesize it. The reactants are: [CH3:1][CH:2]1[CH2:7][CH2:6][CH2:5][CH:4]([CH3:8])[NH:3]1.Cl[Si:10]([CH3:13])([CH3:12])[CH3:11]. (2) Given the product [F:17][C:15]1([F:18])[CH2:16][N:11]2[C:10]([NH2:19])=[N:9][C:8]([C:4]3[CH:5]=[CH:6][CH:7]=[C:2]([C:32]4[C:27]([F:26])=[N:28][CH:29]=[CH:30][CH:31]=4)[CH:3]=3)([C:20]3[CH:25]=[CH:24][N:23]=[CH:22][CH:21]=3)[C:12]2=[N:13][CH2:14]1, predict the reactants needed to synthesize it. The reactants are: Br[C:2]1[CH:3]=[C:4]([C:8]2([C:20]3[CH:25]=[CH:24][N:23]=[CH:22][CH:21]=3)[C:12]3=[N:13][CH2:14][C:15]([F:18])([F:17])[CH2:16][N:11]3[C:10]([NH2:19])=[N:9]2)[CH:5]=[CH:6][CH:7]=1.[F:26][C:27]1[C:32](B(O)O)=[CH:31][CH:30]=[CH:29][N:28]=1. (3) Given the product [Cl:1][C:2]1[CH:7]=[CH:6][C:5]([CH:8]([C:20]2[CH:25]=[CH:24][C:23]([NH:26][S:27]([CH3:30])(=[O:28])=[O:29])=[CH:22][CH:21]=2)[CH2:9]/[C:10](=[N:33]\[OH:34])/[C:12]2[CH:17]=[CH:16][C:15](=[O:18])[N:14]([CH3:19])[CH:13]=2)=[C:4]([CH3:31])[CH:3]=1, predict the reactants needed to synthesize it. The reactants are: [Cl:1][C:2]1[CH:7]=[CH:6][C:5]([CH:8]([C:20]2[CH:25]=[CH:24][C:23]([NH:26][S:27]([CH3:30])(=[O:29])=[O:28])=[CH:22][CH:21]=2)[CH2:9][C:10]([C:12]2[CH:17]=[CH:16][C:15](=[O:18])[N:14]([CH3:19])[CH:13]=2)=O)=[C:4]([CH3:31])[CH:3]=1.Cl.[NH2:33][OH:34].C(=O)([O-])O.[Na+].